From a dataset of Forward reaction prediction with 1.9M reactions from USPTO patents (1976-2016). Predict the product of the given reaction. (1) Given the reactants [O:1]1[CH:3]([CH2:4][CH2:5][CH2:6][CH2:7][CH2:8][CH2:9][CH:10]=[CH2:11])[CH2:2]1.[CH3:12][C:13]([NH2:24])([CH3:23])[CH2:14][C:15]1[CH:20]=[CH:19][C:18]([O:21][CH3:22])=[CH:17][CH:16]=1, predict the reaction product. The product is: [OH:1][CH:3]([CH2:4][CH2:5][CH2:6][CH2:7][CH2:8][CH2:9][CH:10]=[CH2:11])[CH2:2][NH:24][C:13]([CH3:23])([CH3:12])[CH2:14][C:15]1[CH:20]=[CH:19][C:18]([O:21][CH3:22])=[CH:17][CH:16]=1. (2) Given the reactants Cl[C:2]1[N:7]=[C:6]([O:8][C:9]2[CH:37]=[CH:36][CH:35]=[CH:34][C:10]=2[CH2:11][NH:12][C:13]([NH:15][C:16]2[N:20]([C:21]3[CH:26]=[CH:25][C:24]([CH3:27])=[C:23]([O:28][CH3:29])[CH:22]=3)[N:19]=[C:18]([C:30]([CH3:33])([CH3:32])[CH3:31])[CH:17]=2)=[O:14])[CH:5]=[CH:4][N:3]=1.[NH:38]1[CH2:43][CH2:42][O:41][CH2:40][CH2:39]1, predict the reaction product. The product is: [O:41]1[CH2:42][CH2:43][N:38]([C:2]2[N:7]=[C:6]([O:8][C:9]3[CH:37]=[CH:36][CH:35]=[CH:34][C:10]=3[CH2:11][NH:12][C:13]([NH:15][C:16]3[N:20]([C:21]4[CH:26]=[CH:25][C:24]([CH3:27])=[C:23]([O:28][CH3:29])[CH:22]=4)[N:19]=[C:18]([C:30]([CH3:33])([CH3:31])[CH3:32])[CH:17]=3)=[O:14])[CH:5]=[CH:4][N:3]=2)[CH2:39][CH2:40]1. (3) The product is: [Cl:1][C:2]1[CH:3]=[C:4]([CH:39]=[CH:40][C:41]=1[Cl:42])[CH2:5][O:6][C:7]1[CH:8]=[CH:9][C:10]([C@H:13]2[CH2:38][O:37][C:16]3=[CH:17][C:18]4[CH2:19][C@@H:20]([C:34]([NH:62][C@@H:47]([CH2:48][C:49]5[CH:54]=[CH:53][C:52]([C:55]6[CH:60]=[CH:59][C:58]([F:61])=[CH:57][CH:56]=6)=[CH:51][CH:50]=5)[C:46]([OH:45])=[O:63])=[O:35])[N:21]([C@H:25]([C:28]5[CH:33]=[CH:32][CH:31]=[CH:30][CH:29]=5)[CH2:26][CH3:27])[CH2:22][C:23]=4[CH:24]=[C:15]3[O:14]2)=[CH:11][CH:12]=1. Given the reactants [Cl:1][C:2]1[CH:3]=[C:4]([CH:39]=[CH:40][C:41]=1[Cl:42])[CH2:5][O:6][C:7]1[CH:12]=[CH:11][C:10]([C@H:13]2[CH2:38][O:37][C:16]3=[CH:17][C:18]4[CH2:19][C@@H:20]([C:34](O)=[O:35])[N:21]([C@H:25]([C:28]5[CH:33]=[CH:32][CH:31]=[CH:30][CH:29]=5)[CH2:26][CH3:27])[CH2:22][C:23]=4[CH:24]=[C:15]3[O:14]2)=[CH:9][CH:8]=1.Cl.C[O:45][C:46](=[O:63])[C@@H:47]([NH2:62])[CH2:48][C:49]1[CH:54]=[CH:53][C:52]([C:55]2[CH:60]=[CH:59][C:58]([F:61])=[CH:57][CH:56]=2)=[CH:51][CH:50]=1, predict the reaction product. (4) Given the reactants Br[C:2]1[C:3]([CH3:16])=[C:4]([C:10]2[CH:15]=[CH:14][CH:13]=[CH:12][CH:11]=2)[C:5]([CH3:9])=[CH:6][C:7]=1[CH3:8].[Li+].[Br-].Cl[P:20]([C:27]1[CH:32]=[CH:31][CH:30]=[CH:29][CH:28]=1)[C:21]1[CH:26]=[CH:25][CH:24]=[CH:23][CH:22]=1.[NH4+].[OH-], predict the reaction product. The product is: [C:21]1([P:20]([C:27]2[CH:32]=[CH:31][CH:30]=[CH:29][CH:28]=2)[C:11]2[CH:12]=[CH:13][CH:14]=[CH:15][C:10]=2[C:4]2[C:5]([CH3:9])=[CH:6][C:7]([CH3:8])=[C:2]([C:2]3[CH:3]=[CH:4][CH:5]=[CH:6][CH:7]=3)[C:3]=2[CH3:16])[CH:26]=[CH:25][CH:24]=[CH:23][CH:22]=1.